Dataset: Catalyst prediction with 721,799 reactions and 888 catalyst types from USPTO. Task: Predict which catalyst facilitates the given reaction. (1) Product: [Cl:1][C:2]1[CH:3]=[C:4]([C:9]2([C:33]([F:35])([F:34])[F:36])[O:13][N:12]=[C:11]([C:14]3[C:23]4[C:18](=[CH:19][CH:20]=[CH:21][CH:22]=4)[C:17]([CH:24]=[O:25])=[CH:16][CH:15]=3)[CH2:10]2)[CH:5]=[C:6]([Cl:8])[CH:7]=1. Reactant: [Cl:1][C:2]1[CH:3]=[C:4]([C:9]2([C:33]([F:36])([F:35])[F:34])[O:13][N:12]=[C:11]([C:14]3[C:23]4[C:18](=[CH:19][CH:20]=[CH:21][CH:22]=4)[C:17]([C:24](OC4C=CC=CN=4)=[O:25])=[CH:16][CH:15]=3)[CH2:10]2)[CH:5]=[C:6]([Cl:8])[CH:7]=1.C1(P(C2C=CC=CC=2)C2C=CC=CC=2)C=CC=CC=1.C([SiH](CC)CC)C. The catalyst class is: 274. (2) Product: [Cl:1][C:2]1[CH:38]=[CH:37][C:5]2[NH:6][C:7](=[O:27])[CH:8]([CH2:19][C:20]3[CH:25]=[CH:24][CH:23]=[CH:22][C:21]=3[Cl:26])[N:9]=[C:10]([C:11]3[CH:12]=[CH:13][C:14]([O:17][CH3:18])=[CH:15][CH:16]=3)[C:4]=2[CH:3]=1. Reactant: [Cl:1][C:2]1[CH:38]=[CH:37][C:5]2[N:6](CC3C=CC(OC)=CC=3)[C:7](=[O:27])[CH:8]([CH2:19][C:20]3[CH:25]=[CH:24][CH:23]=[CH:22][C:21]=3[Cl:26])[N:9]=[C:10]([C:11]3[CH:16]=[CH:15][C:14]([O:17][CH3:18])=[CH:13][CH:12]=3)[C:4]=2[CH:3]=1.[Al+3].[Cl-].[Cl-].[Cl-].C(OCC)(=O)C. The catalyst class is: 520. (3) Reactant: I[C:2]1[N:3]=[C:4]([NH2:23])[C:5]2[N:6]=[C:7]([NH:20][CH2:21][CH3:22])[N:8]([C:18]=2[N:19]=1)[C@@H:9]1[O:17][C@H:14]([CH2:15][OH:16])[C@@H:12]([OH:13])[C@H:10]1[OH:11].[CH2:24]=[CH:25][CH2:26][CH2:27][CH2:28][CH3:29].CO.CC#N. Product: [CH:24](/[C:2]1[N:3]=[C:4]([NH2:23])[C:5]2[N:6]=[C:7]([NH:20][CH2:21][CH3:22])[N:8]([C:18]=2[N:19]=1)[C@@H:9]1[O:17][C@H:14]([CH2:15][OH:16])[C@@H:12]([OH:13])[C@H:10]1[OH:11])=[CH:25]\[CH2:26][CH2:27][CH2:28][CH3:29]. The catalyst class is: 34. (4) Reactant: [CH3:1][C:2]([O:5][C:6]([N:8]1[CH2:14][CH2:13][C:12]2=[CH:15][N:16]([C:18]3[CH:26]=[CH:25][C:21]([C:22]([OH:24])=O)=[CH:20][CH:19]=3)[N:17]=[C:11]2[CH2:10][CH2:9]1)=[O:7])([CH3:4])[CH3:3].O=[C:28](N1C=CN=C1)[N:29]1C=CN=C1.CN. Product: [CH3:28][NH:29][C:22]([C:21]1[CH:20]=[CH:19][C:18]([N:16]2[CH:15]=[C:12]3[C:11]([CH2:10][CH2:9][N:8]([C:6]([O:5][C:2]([CH3:4])([CH3:3])[CH3:1])=[O:7])[CH2:14][CH2:13]3)=[N:17]2)=[CH:26][CH:25]=1)=[O:24]. The catalyst class is: 46. (5) Reactant: Br[C:2]1[CH:3]=[C:4]([C:8]2[O:12][N:11]=[C:10]([C:13]3[CH:14]=[N:15][CH:16]=[CH:17][CH:18]=3)[N:9]=2)[CH:5]=[CH:6][CH:7]=1.[N:19]1([C:25]([O:27][C:28]([CH3:31])([CH3:30])[CH3:29])=[O:26])[CH2:24][CH2:23][NH:22][CH2:21][CH2:20]1.CC(C)([O-])C.[Na+].C1(P(C2C=CC=CC=2)C2C3OC4C(=CC=CC=4P(C4C=CC=CC=4)C4C=CC=CC=4)C(C)(C)C=3C=CC=2)C=CC=CC=1. Product: [N:15]1[CH:16]=[CH:17][CH:18]=[C:13]([C:10]2[N:9]=[C:8]([C:4]3[CH:3]=[C:2]([N:22]4[CH2:21][CH2:20][N:19]([C:25]([O:27][C:28]([CH3:31])([CH3:30])[CH3:29])=[O:26])[CH2:24][CH2:23]4)[CH:7]=[CH:6][CH:5]=3)[O:12][N:11]=2)[CH:14]=1. The catalyst class is: 101. (6) Reactant: [Cl:1][C:2]1[CH:7]=[CH:6][CH:5]=[C:4]([CH3:8])[C:3]=1[NH:9][C:10]1[NH:11][C:12]2[C:18]3[CH2:19][C:20]([CH3:23])([CH3:22])[O:21][C:17]=3[C:16]([C:24]([O:26]C)=O)=[CH:15][C:13]=2[N:14]=1.[F:28][C:29]1[CH:35]=[C:34]([F:36])[C:33]([F:37])=[CH:32][C:30]=1[NH2:31].C[Al](C)C. Product: [Cl:1][C:2]1[CH:7]=[CH:6][CH:5]=[C:4]([CH3:8])[C:3]=1[NH:9][C:10]1[NH:11][C:12]2[C:18]3[CH2:19][C:20]([CH3:23])([CH3:22])[O:21][C:17]=3[C:16]([C:24]([NH:31][C:30]3[CH:32]=[C:33]([F:37])[C:34]([F:36])=[CH:35][C:29]=3[F:28])=[O:26])=[CH:15][C:13]=2[N:14]=1. The catalyst class is: 11. (7) Reactant: [CH3:1][O:2][CH2:3][O:4][C@H:5]1[C@H:9]([C:10]2[N:14]([CH3:15])[N:13]=[CH:12][CH:11]=2)[CH2:8][C@H:7](O)[CH2:6]1.COCCN(S(F)(F)[F:27])CCOC.C(=O)([O-])O.[Na+]. Product: [F:27][C@H:7]1[CH2:8][C@H:9]([C:10]2[N:14]([CH3:15])[N:13]=[CH:12][CH:11]=2)[C@@H:5]([O:4][CH2:3][O:2][CH3:1])[CH2:6]1. The catalyst class is: 4.